Task: Predict the reactants needed to synthesize the given product.. Dataset: Full USPTO retrosynthesis dataset with 1.9M reactions from patents (1976-2016) (1) Given the product [Br:1][C:2]1[CH:3]=[CH:4][C:5]([C:8]23[O:14][C:11]([CH2:15][CH2:16][C:17]([O:19][CH3:20])=[O:18])([CH2:10][CH2:9]2)[CH2:12][CH2:13]3)=[CH:6][CH:7]=1, predict the reactants needed to synthesize it. The reactants are: [Br:1][C:2]1[CH:7]=[CH:6][C:5]([C:8]23[O:14][C:11]([CH2:15][CH:16](C(OC)=O)[C:17]([O:19][CH3:20])=[O:18])([CH2:12][CH2:13]2)[CH2:10][CH2:9]3)=[CH:4][CH:3]=1.[Cl-].[Li+]. (2) Given the product [C:1]1([C:7]2[C:20]3[C:19]4[N:18]=[CH:17][CH:16]=[CH:15][C:14]=4[C:13]4=[N:21][C:22]5[CH:27]=[CH:26][CH:25]=[CH:24][C:23]=5[N:12]4[C:11]=3[CH:10]=[CH:9][CH:8]=2)[CH2:6][CH2:5][CH2:4][CH2:3][CH:2]=1, predict the reactants needed to synthesize it. The reactants are: [CH:1]1([C:7]2[C:20]3[C:19]4[N:18]=[CH:17][CH:16]=[CH:15][C:14]=4[C:13]4=[N:21][C:22]5[CH:27]=[CH:26][CH:25]=[CH:24][C:23]=5[N:12]4[C:11]=3[CH:10]=[CH:9][CH:8]=2)[CH2:6][CH2:5][CH2:4][CH2:3][CH2:2]1.CCCCCCCCCCCCCCC. (3) Given the product [Cl:1][C:2]1[N:6]([CH3:7])[N:5]=[CH:4][C:3]=1[C:8]1[N:12]=[N:13][NH:14][N:9]=1, predict the reactants needed to synthesize it. The reactants are: [Cl:1][C:2]1[N:6]([CH3:7])[N:5]=[CH:4][C:3]=1[C:8]#[N:9].[Cl-].[NH4+].[N-:12]=[N+:13]=[N-:14].[Na+].